Dataset: Catalyst prediction with 721,799 reactions and 888 catalyst types from USPTO. Task: Predict which catalyst facilitates the given reaction. (1) Reactant: [Br:1][C:2]1[CH:11]=[CH:10][CH:9]=[C:8]2[C:3]=1[CH2:4][CH2:5][CH2:6][C:7]2=[O:12].[Br:13]Br. Product: [Br:13][CH:6]1[CH2:5][CH2:4][C:3]2[C:8](=[CH:9][CH:10]=[CH:11][C:2]=2[Br:1])[C:7]1=[O:12]. The catalyst class is: 158. (2) Reactant: [CH3:1][S:2]([C:5]1[CH:25]=[CH:24][C:8]([O:9][C:10]2[C:15]3[CH2:16][C:17]([CH3:20])([CH3:19])[O:18][C:14]=3[CH:13]=[C:12]([C:21](O)=[O:22])[CH:11]=2)=[CH:7][CH:6]=1)(=[O:4])=[O:3].C(Cl)[Cl:27]. Product: [CH3:1][S:2]([C:5]1[CH:25]=[CH:24][C:8]([O:9][C:10]2[C:15]3[CH2:16][C:17]([CH3:20])([CH3:19])[O:18][C:14]=3[CH:13]=[C:12]([C:21]([Cl:27])=[O:22])[CH:11]=2)=[CH:7][CH:6]=1)(=[O:4])=[O:3]. The catalyst class is: 820.